From a dataset of Full USPTO retrosynthesis dataset with 1.9M reactions from patents (1976-2016). Predict the reactants needed to synthesize the given product. (1) Given the product [Br:20][C:21]1[CH:22]=[CH:23][C:24]([N:29]2[CH:33]=[N:32][CH:31]=[N:30]2)=[C:25]([C:26]2[N:14]([C:15]([CH3:16])([CH3:18])[CH3:17])[C:11]3[CH:12]=[CH:13][C:8]([C:5]4[CH:4]=[N:3][C:2]([NH2:1])=[N:7][CH:6]=4)=[CH:9][C:10]=3[N:19]=2)[CH:28]=1, predict the reactants needed to synthesize it. The reactants are: [NH2:1][C:2]1[N:7]=[CH:6][C:5]([C:8]2[CH:9]=[C:10]([NH2:19])[C:11]([NH:14][C:15]([CH3:18])([CH3:17])[CH3:16])=[CH:12][CH:13]=2)=[CH:4][N:3]=1.[Br:20][C:21]1[CH:22]=[CH:23][C:24]([N:29]2[CH:33]=[N:32][CH:31]=[N:30]2)=[C:25]([CH:28]=1)[CH:26]=O.N1CCC[C@H]1C(O)=O. (2) The reactants are: [CH2:1]([C@@:4]1([C:21]2[CH:26]=[CH:25][C:24]([F:27])=[CH:23][CH:22]=2)[O:9][C:8](=[O:10])[N:7]([C@H:11]([C:13]2[CH:18]=[CH:17][C:16]([O:19]C)=[CH:15][CH:14]=2)[CH3:12])[CH2:6][CH2:5]1)[CH:2]=[CH2:3].B(Br)(Br)Br. Given the product [CH2:1]([C@@:4]1([C:21]2[CH:22]=[CH:23][C:24]([F:27])=[CH:25][CH:26]=2)[O:9][C:8](=[O:10])[N:7]([C@H:11]([C:13]2[CH:18]=[CH:17][C:16]([OH:19])=[CH:15][CH:14]=2)[CH3:12])[CH2:6][CH2:5]1)[CH:2]=[CH2:3], predict the reactants needed to synthesize it.